Dataset: Full USPTO retrosynthesis dataset with 1.9M reactions from patents (1976-2016). Task: Predict the reactants needed to synthesize the given product. (1) Given the product [C:1]([O:4][CH2:5][CH2:6][CH2:7][O:8][C:9]1[CH:10]=[C:11]2[C:16](=[CH:17][C:18]=1[O:19][CH3:20])[C:15]([CH2:21][C:22]1[CH:27]=[CH:26][CH:25]=[C:24]([O:28][CH3:29])[CH:23]=1)=[N:14][CH:13]=[C:12]2[CH:30]=[O:31])(=[O:3])[CH3:2], predict the reactants needed to synthesize it. The reactants are: [C:1]([O:4][CH2:5][CH2:6][CH2:7][O:8][C:9]1[CH:10]=[C:11]2[C:16](=[CH:17][C:18]=1[O:19][CH3:20])[CH:15]([CH2:21][C:22]1[CH:27]=[CH:26][CH:25]=[C:24]([O:28][CH3:29])[CH:23]=1)[NH:14][CH:13]=[C:12]2[CH:30]=[O:31])(=[O:3])[CH3:2]. (2) Given the product [C:17]([C:21]1[CH:26]=[CH:25][CH:24]=[CH:23][C:22]=1[O:27][CH2:2][C:3]1[CH:8]=[CH:7][C:6]([C:9]2[CH:13]=[C:12]([C:14]([NH2:16])=[O:15])[O:11][N:10]=2)=[CH:5][CH:4]=1)([CH3:20])([CH3:18])[CH3:19], predict the reactants needed to synthesize it. The reactants are: Br[CH2:2][C:3]1[CH:8]=[CH:7][C:6]([C:9]2[CH:13]=[C:12]([C:14]([NH2:16])=[O:15])[O:11][N:10]=2)=[CH:5][CH:4]=1.[C:17]([C:21]1[CH:26]=[CH:25][CH:24]=[CH:23][C:22]=1[OH:27])([CH3:20])([CH3:19])[CH3:18].C([O-])([O-])=O.[K+].[K+]. (3) Given the product [C:26]([O:25][CH:19]([C:6]1[C:5]([CH3:30])=[CH:4][C:3]2[C:8](=[CH:9][CH:10]=[CH:11][C:2]=2[CH3:31])[C:7]=1[C:12]1[CH:13]=[CH:14][C:15]([Cl:18])=[CH:16][CH:17]=1)[C:20]([O:22][CH2:23][CH3:24])=[O:21])([CH3:28])([CH3:27])[CH3:29], predict the reactants needed to synthesize it. The reactants are: Br[C:2]1[CH:11]=[CH:10][CH:9]=[C:8]2[C:3]=1[CH:4]=[C:5]([CH3:30])[C:6]([CH:19]([O:25][C:26]([CH3:29])([CH3:28])[CH3:27])[C:20]([O:22][CH2:23][CH3:24])=[O:21])=[C:7]2[C:12]1[CH:17]=[CH:16][C:15]([Cl:18])=[CH:14][CH:13]=1.[CH3:31]B1OB(C)OB(C)O1.C(=O)([O-])[O-].[K+].[K+]. (4) Given the product [Cl:19][C:15]1[CH:16]=[CH:17][CH:18]=[C:2]([Cl:1])[C:3]=1[CH2:4][N:5]1[C:9]([CH2:10][OH:11])=[CH:8][N:7]=[CH:6]1, predict the reactants needed to synthesize it. The reactants are: [Cl:1][C:2]1[CH:18]=[CH:17][CH:16]=[C:15]([Cl:19])[C:3]=1[CH2:4][N:5]1[C:9]([C:10](OCC)=[O:11])=[CH:8][N:7]=[CH:6]1.[H-].[Al+3].[Li+].[H-].[H-].[H-].C(C(C(C([O-])=O)O)O)([O-])=O.[Na+].[K+]. (5) Given the product [N:31]1[CH:27]=[CH:26][CH:25]=[C:24]([C:5]#[C:4][CH2:3][CH2:2][CH2:1][C:6]2([S:13]([C:16]3[CH:21]=[CH:20][C:19]([CH3:22])=[CH:18][CH:17]=3)(=[O:15])=[O:14])[S:10][C:9](=[O:11])[NH:8][C:7]2=[O:12])[CH:23]=1, predict the reactants needed to synthesize it. The reactants are: [CH2:1]([C:6]1([S:13]([C:16]2[CH:21]=[CH:20][C:19]([CH3:22])=[CH:18][CH:17]=2)(=[O:15])=[O:14])[S:10][C:9](=[O:11])[NH:8][C:7]1=[O:12])[CH2:2][CH2:3][C:4]#[CH:5].[CH2:23](O)[CH2:24][CH2:25][C:26]#[CH:27].C([NH:31]CC)C. (6) Given the product [C:13]([NH:12][C:4]1[S:5][C:6]([C:7]2[CH:11]=[N:10][N:9]([S:48]([C:51]3[CH:52]=[C:53]([CH:57]=[CH:58][CH:59]=3)[C:54]([OH:56])=[O:55])(=[O:50])=[O:49])[CH:8]=2)=[C:2]([CH3:1])[N:3]=1)(=[O:15])[CH3:14], predict the reactants needed to synthesize it. The reactants are: [CH3:1][C:2]1[N:3]=[C:4]([NH:12][C:13](=[O:15])[CH3:14])[S:5][C:6]=1[C:7]1[CH:8]=[N:9][NH:10][CH:11]=1.C(N1C=C(C2SC(NC(=O)C)=NC=2C)C=N1)C1C=CC=CC=1.C(N(CC)C(C)C)(C)C.Cl[S:48]([C:51]1[CH:52]=[C:53]([CH:57]=[CH:58][CH:59]=1)[C:54]([OH:56])=[O:55])(=[O:50])=[O:49].Cl.CO. (7) Given the product [O:31]=[C:29]1[C:28]([CH2:32][C:33]2[CH:38]=[N:37][CH:36]=[N:35][CH:34]=2)=[CH:27][NH:26][C:25]([NH:1][CH2:2][CH2:3][C:4]2[CH:5]=[CH:6][C:7]([O:12][C:13]3[CH:18]=[CH:17][C:16]([C:19]([F:22])([F:20])[F:21])=[CH:15][N:14]=3)=[C:8]([CH:11]=2)[C:9]#[N:10])=[N:30]1, predict the reactants needed to synthesize it. The reactants are: [NH2:1][CH2:2][CH2:3][C:4]1[CH:5]=[CH:6][C:7]([O:12][C:13]2[CH:18]=[CH:17][C:16]([C:19]([F:22])([F:21])[F:20])=[CH:15][N:14]=2)=[C:8]([CH:11]=1)[C:9]#[N:10].CS[C:25]1[NH:26][CH:27]=[C:28]([CH2:32][C:33]2[CH:34]=[N:35][CH:36]=[N:37][CH:38]=2)[C:29](=[O:31])[N:30]=1. (8) The reactants are: [CH3:1][C:2]1([C:8]([OH:10])=O)[CH2:7][CH2:6][CH:5]=[CH:4][CH2:3]1.S(Cl)(Cl)=O.C[N:16](C=O)C.[OH-].[NH4+]. Given the product [CH3:1][C:2]1([C:8]([NH2:16])=[O:10])[CH2:7][CH2:6][CH:5]=[CH:4][CH2:3]1, predict the reactants needed to synthesize it.